This data is from Full USPTO retrosynthesis dataset with 1.9M reactions from patents (1976-2016). The task is: Predict the reactants needed to synthesize the given product. (1) Given the product [Cl:1][C:2]1[CH:3]=[C:4]([NH:5][C:20]([N:38]2[CH2:37][CH2:36][N:35]3[N:31]=[CH:32][C:33]([N:40]4[CH2:44][CH2:43][CH2:42][C:41]4=[O:45])=[C:34]3[CH2:39]2)=[O:22])[CH:6]=[CH:7][C:8]=1[F:9], predict the reactants needed to synthesize it. The reactants are: [Cl:1][C:2]1[CH:3]=[C:4]([CH:6]=[CH:7][C:8]=1[F:9])[NH2:5].CCN(C(C)C)C(C)C.Cl[C:20](Cl)([O:22]C(=O)OC(Cl)(Cl)Cl)Cl.[N:31]1[N:35]2[CH2:36][CH2:37][NH:38][CH2:39][C:34]2=[C:33]([N:40]2[CH2:44][CH2:43][CH2:42][C:41]2=[O:45])[CH:32]=1. (2) Given the product [F:1][C:2]1[CH:3]=[CH:4][C:5]([CH3:23])=[C:6]([NH:8][C:9]2[O:10][C:11]3[CH:17]=[C:16]([CH2:18][C:19]([OH:21])=[O:20])[CH:15]=[CH:14][C:12]=3[N:13]=2)[CH:7]=1, predict the reactants needed to synthesize it. The reactants are: [F:1][C:2]1[CH:3]=[CH:4][C:5]([CH3:23])=[C:6]([NH:8][C:9]2[O:10][C:11]3[CH:17]=[C:16]([CH2:18][C:19]([O:21]C)=[O:20])[CH:15]=[CH:14][C:12]=3[N:13]=2)[CH:7]=1.[OH-].[Na+]. (3) Given the product [F:1][C:2]1[CH:3]=[C:4]([OH:10])[CH:5]=[CH:6][C:7]=1[S:13]([CH3:17])(=[O:15])=[O:12], predict the reactants needed to synthesize it. The reactants are: [F:1][C:2]1[CH:3]=[C:4]([OH:10])[CH:5]=[CH:6][C:7]=1SC.O[O:12][S:13]([O-:15])=O.[K+].[CH2:17]1COCC1.